From a dataset of Full USPTO retrosynthesis dataset with 1.9M reactions from patents (1976-2016). Predict the reactants needed to synthesize the given product. (1) Given the product [CH3:1][O:2][C:3]1[CH:4]=[C:5]2[C:10](=[CH:11][C:12]=1[O:13][CH3:14])[N:9]=[CH:8][CH:7]=[C:6]2[O:15][C:16]1[C:22]([CH3:23])=[CH:21][C:19]([NH:20][C:29](=[O:35])[O:28][C:26]2[CH:45]=[CH:46][C:41]([C:37]([CH3:40])([CH3:39])[CH3:38])=[CH:42][CH:43]=2)=[C:18]([CH3:24])[CH:17]=1, predict the reactants needed to synthesize it. The reactants are: [CH3:1][O:2][C:3]1[CH:4]=[C:5]2[C:10](=[CH:11][C:12]=1[O:13][CH3:14])[N:9]=[CH:8][CH:7]=[C:6]2[O:15][C:16]1[C:22]([CH3:23])=[CH:21][C:19]([NH2:20])=[C:18]([CH3:24])[CH:17]=1.Cl[C:26](Cl)([O:28][C:29](=[O:35])OC(Cl)(Cl)Cl)Cl.[C:37]([C:41]1[CH:46]=[CH:45]C(O)=[CH:43][CH:42]=1)([CH3:40])([CH3:39])[CH3:38].C(=O)(O)[O-].[Na+]. (2) Given the product [S:1]1[C:5]2[CH:6]=[CH:7][CH:8]=[CH:9][C:4]=2[N:3]=[C:2]1[C:10]1[CH:24]=[CH:23][CH:22]=[CH:21][C:11]=1[O:12][C:13]1[N:18]=[CH:17][C:16]([NH:19][S:33]([C:27]2[CH:28]=[CH:29][C:30]([Cl:32])=[CH:31][C:26]=2[Cl:25])(=[O:35])=[O:34])=[CH:15][C:14]=1[Cl:20], predict the reactants needed to synthesize it. The reactants are: [S:1]1[C:5]2[CH:6]=[CH:7][CH:8]=[CH:9][C:4]=2[N:3]=[C:2]1[C:10]1[CH:24]=[CH:23][CH:22]=[CH:21][C:11]=1[O:12][C:13]1[N:18]=[CH:17][C:16]([NH2:19])=[CH:15][C:14]=1[Cl:20].[Cl:25][C:26]1[CH:31]=[C:30]([Cl:32])[CH:29]=[CH:28][C:27]=1[S:33](Cl)(=[O:35])=[O:34]. (3) Given the product [OH:41][C@@H:42]([CH2:46][OH:47])[C:43]([N:4]1[CH2:5][CH2:6][C@H:7]([O:8][C:9]2[CH:16]=[CH:15][C:14]([C:17]3[N:22]=[C:21]([NH:23][C:24]4[CH:25]=[N:26][N:27]([CH:29]([CH3:31])[CH3:30])[CH:28]=4)[N:20]=[CH:19][N:18]=3)=[CH:13][C:10]=2[C:11]#[N:12])[C@H:2]([F:1])[CH2:3]1)=[O:44], predict the reactants needed to synthesize it. The reactants are: [F:1][C@H:2]1[C@@H:7]([O:8][C:9]2[CH:16]=[CH:15][C:14]([C:17]3[N:22]=[C:21]([NH:23][C:24]4[CH:25]=[N:26][N:27]([CH:29]([CH3:31])[CH3:30])[CH:28]=4)[N:20]=[CH:19][N:18]=3)=[CH:13][C:10]=2[C:11]#[N:12])[CH2:6][CH2:5][NH:4][CH2:3]1.C(N(C(C)C)CC)(C)C.[OH:41][C@@H:42]([CH2:46][OH:47])[C:43](O)=[O:44].F[P-](F)(F)(F)(F)F.CN(C(N(C)C)=[N+]1C2C(=NC=CC=2)[N+]([O-])=N1)C.CN(C(ON1N=NC2C=CC=NC1=2)=[N+](C)C)C.F[P-](F)(F)(F)(F)F. (4) Given the product [Br:1][C:2]1[CH:7]=[CH:6][C:5]([O:8][CH:17]([F:22])[F:21])=[C:4]([F:9])[CH:3]=1, predict the reactants needed to synthesize it. The reactants are: [Br:1][C:2]1[CH:7]=[CH:6][C:5]([OH:8])=[C:4]([F:9])[CH:3]=1.C([O-])([O-])=O.[K+].[K+].Cl[C:17]([F:22])([F:21])C([O-])=O.[Na+].Cl.[OH-].[Na+]. (5) Given the product [OH:9][C:8]1[CH:7]=[CH:6][C:5]([CH2:17][CH2:18][C:19]([O:21][CH2:22][CH3:23])=[O:20])=[CH:4][C:3]=1[O:2][CH3:1], predict the reactants needed to synthesize it. The reactants are: [CH3:1][O:2][C:3]1[CH:4]=[C:5]([CH:17]=[CH:18][C:19]([O:21][CH2:22][CH3:23])=[O:20])[CH:6]=[CH:7][C:8]=1[O:9]CC1C=CC=CC=1.Cl.